From a dataset of Full USPTO retrosynthesis dataset with 1.9M reactions from patents (1976-2016). Predict the reactants needed to synthesize the given product. (1) Given the product [S:39]1[C:40]2[CH:46]=[CH:45][CH:44]=[CH:43][C:41]=2[N:42]=[C:38]1[O:1][C@H:2]1[CH2:5][C@H:4]([N:6]2[C:10]3=[N:11][CH:12]=[CH:13][N:14]=[C:9]3[C:8]([CH3:15])([CH3:16])[C:7]2=[O:17])[CH2:3]1, predict the reactants needed to synthesize it. The reactants are: [OH:1][C@@H:2]1[CH2:5][C@H:4]([N:6]2[C:10]3=[N:11][CH:12]=[CH:13][N:14]=[C:9]3[C:8]([CH3:16])([CH3:15])[C:7]2=[O:17])[CH2:3]1.C1(P(C2C=CC=CC=2)C2C=CC=CC=2)C=CC=CC=1.O[C:38]1[S:39][C:40]2[CH:46]=[CH:45][CH:44]=[CH:43][C:41]=2[N:42]=1.CC(OC(/N=N/C(OC(C)C)=O)=O)C. (2) Given the product [CH:20]1[C:21]2[CH:9]([NH:8][C:6]3[C:5]([F:22])=[CH:4][N:3]=[C:2]([NH:23][C:24]4[CH:29]=[CH:28][CH:27]=[C:26]([OH:30])[CH:25]=4)[N:7]=3)[C:10]3[C:15](=[CH:14][CH:13]=[CH:12][CH:11]=3)[C:16]=2[CH:17]=[CH:18][CH:19]=1, predict the reactants needed to synthesize it. The reactants are: Cl[C:2]1[N:7]=[C:6]([NH:8][CH:9]2[C:21]3[CH:20]=[CH:19][CH:18]=[CH:17][C:16]=3[C:15]3[C:10]2=[CH:11][CH:12]=[CH:13][CH:14]=3)[C:5]([F:22])=[CH:4][N:3]=1.[NH2:23][C:24]1[CH:25]=[C:26]([OH:30])[CH:27]=[CH:28][CH:29]=1. (3) Given the product [CH2:28]([O:30][C:31]([C:33]1([C:36]2[CH:41]=[CH:40][C:39]([C:17]3[CH:16]=[CH:15][C:14]([C:13]4[O:12][N:11]=[C:10]([CH3:21])[C:9]=4[CH:7]([C:3]4[CH:2]=[C:1]([C:22]5[CH:23]=[CH:24][CH:25]=[CH:26][CH:27]=5)[CH:6]=[CH:5][CH:4]=4)[OH:8])=[CH:19][CH:18]=3)=[CH:38][CH:37]=2)[CH2:34][CH2:35]1)=[O:32])[CH3:29], predict the reactants needed to synthesize it. The reactants are: [C:1]1([C:22]2[CH:27]=[CH:26][CH:25]=[CH:24][CH:23]=2)[CH:6]=[CH:5][CH:4]=[C:3]([CH:7]([C:9]2[C:10]([CH3:21])=[N:11][O:12][C:13]=2[C:14]2[CH:19]=[CH:18][C:17](Br)=[CH:16][CH:15]=2)[OH:8])[CH:2]=1.[CH2:28]([O:30][C:31]([C:33]1([C:36]2[CH:41]=[CH:40][C:39](B3OC(C)(C)C(C)(C)O3)=[CH:38][CH:37]=2)[CH2:35][CH2:34]1)=[O:32])[CH3:29]. (4) Given the product [CH3:13][O:12][C:11]1[CH:10]=[C:6]2[C:5](=[CH:4][C:3]=1[O:2][CH3:1])[N:14]([CH3:26])[C:15]([C:17]1[CH:22]=[CH:21][CH:20]=[CH:19][CH:18]=1)=[N:9][C:7]2=[O:8], predict the reactants needed to synthesize it. The reactants are: [CH3:1][O:2][C:3]1[C:11]([O:12][CH3:13])=[CH:10][C:6]([C:7]([NH2:9])=[O:8])=[C:5]([NH:14][CH3:15])[CH:4]=1.C(Cl)(=O)[C:17]1[CH:22]=[CH:21][CH:20]=[CH:19][CH:18]=1.Cl[CH2:26]Cl. (5) Given the product [CH2:1]([O:3][C:4]1[CH:11]=[C:10]([O:12][CH2:13][CH3:14])[CH:9]=[CH:8][C:5]=1[C:6]#[N:20])[CH3:2], predict the reactants needed to synthesize it. The reactants are: [CH2:1]([O:3][C:4]1[CH:11]=[C:10]([O:12][CH2:13][CH3:14])[CH:9]=[CH:8][C:5]=1[CH:6]=O)[CH3:2].C([O-])(=O)C.[Na+].[N+:20](CC)([O-])=O. (6) Given the product [CH:16]12[CH2:22][CH:19]([CH:20]=[CH:21]1)[CH2:18][CH:17]2[CH:23]([OH:24])[C:9]([F:12])([F:10])[C:8]([OH:26])([OH:13])[C:7]([F:15])([F:14])[F:6], predict the reactants needed to synthesize it. The reactants are: C([Li])CCC.[F:6][C:7]([F:15])([F:14])[CH:8]([OH:13])[C:9]([F:12])(F)[F:10].[CH:16]12[CH2:22][CH:19]([CH:20]=[CH:21]1)[CH2:18][CH:17]2[CH:23]=[O:24].Cl.[O:26]1CCCC1. (7) Given the product [Cl:6][C:7]1[CH:35]=[CH:34][CH:33]=[C:32]([Cl:36])[C:8]=1[C:9]([NH:11][C@H:12]([C:28]([O:30][CH3:31])=[O:29])[CH2:13][C:14]1[CH:19]=[CH:18][C:17]([C:4]#[C:3][CH2:2][CH2:1][OH:5])=[CH:16][CH:15]=1)=[O:10], predict the reactants needed to synthesize it. The reactants are: [CH2:1]([OH:5])[CH2:2][C:3]#[CH:4].[Cl:6][C:7]1[CH:35]=[CH:34][CH:33]=[C:32]([Cl:36])[C:8]=1[C:9]([NH:11][C@H:12]([C:28]([O:30][CH3:31])=[O:29])[CH2:13][C:14]1[CH:19]=[CH:18][C:17](OS(C(F)(F)F)(=O)=O)=[CH:16][CH:15]=1)=[O:10].C(N(CC)CC)C.